Predict the reaction yield, written as a fraction of the theoretical maximum amount of product (1.0 means a 100% yield; for example, 0.34 means a 34% yield). From a dataset of Reaction yield outcomes from USPTO patents with 853,638 reactions. (1) The reactants are [OH:1][C:2]1[CH:7]=[CH:6][C:5]([CH2:8][C@@H:9]([N:33](C)[C:34](=O)OC(C)(C)C)[C:10](=[O:32])[NH:11][C:12]2[CH:13]=[C:14]3[C:30](=[O:31])[NH:29][N:28]=[CH:27][C:16]4=[C:17]([C:21]5[CH:26]=[CH:25][CH:24]=[CH:23][CH:22]=5)[NH:18][C:19]([CH:20]=2)=[C:15]34)=[CH:4][CH:3]=1.[ClH:42].C(N(CC)CC)C. The catalyst is O1CCOCC1. The product is [ClH:42].[OH:1][C:2]1[CH:7]=[CH:6][C:5]([CH2:8][C@@H:9]([NH:33][CH3:34])[C:10]([NH:11][C:12]2[CH:13]=[C:14]3[C:30](=[O:31])[NH:29][N:28]=[CH:27][C:16]4=[C:17]([C:21]5[CH:26]=[CH:25][CH:24]=[CH:23][CH:22]=5)[NH:18][C:19]([CH:20]=2)=[C:15]34)=[O:32])=[CH:4][CH:3]=1. The yield is 0.480. (2) The reactants are [S:1]1[CH:5]=[CH:4][CH:3]=[C:2]1[C:6]([OH:8])=O.[CH3:9][C:10]1(C)[O:15]C(=O)[CH2:13][C:12](=O)[O:11]1.C1(N=C=NC2CCCCC2)CCCCC1. The catalyst is CN(C)C1C=CN=CC=1.C(Cl)Cl. The product is [CH2:12]([O:11][C:10](=[O:15])[CH2:9][C:6]([C:2]1[S:1][CH:5]=[CH:4][CH:3]=1)=[O:8])[CH3:13]. The yield is 0.960.